From a dataset of Forward reaction prediction with 1.9M reactions from USPTO patents (1976-2016). Predict the product of the given reaction. (1) The product is: [F:1][C:2]([F:15])([F:14])[C:3]1[CH:13]=[CH:12][C:6](/[CH:7]=[CH:8]/[C:9]([Cl:19])=[O:10])=[CH:5][CH:4]=1. Given the reactants [F:1][C:2]([F:15])([F:14])[C:3]1[CH:13]=[CH:12][C:6](/[CH:7]=[CH:8]/[C:9](O)=[O:10])=[CH:5][CH:4]=1.C(Cl)(=O)C([Cl:19])=O, predict the reaction product. (2) Given the reactants [CH2:1]([Zn]CC)C.FC(F)(F)C(O)=O.ICI.[Br:16][C:17]1[CH:22]=[C:21]([F:23])[CH:20]=[CH:19][C:18]=1[C:24]([CH3:26])=[CH2:25].Cl, predict the reaction product. The product is: [Br:16][C:17]1[CH:22]=[C:21]([F:23])[CH:20]=[CH:19][C:18]=1[C:24]1([CH3:1])[CH2:26][CH2:25]1.